Dataset: Catalyst prediction with 721,799 reactions and 888 catalyst types from USPTO. Task: Predict which catalyst facilitates the given reaction. (1) Reactant: [Cl:1][C:2]1[CH:13]=[C:12]([N+:14]([O-])=O)[C:11]([N+:17]([O-:19])=[O:18])=[CH:10][C:3]=1[C:4]([NH:6][CH:7]1[CH2:9][CH2:8]1)=[O:5].[CH:20]1(N)[CH2:22][CH2:21]1.O. Product: [Cl:1][C:2]1[CH:13]=[C:12]([NH:14][CH:20]2[CH2:22][CH2:21]2)[C:11]([N+:17]([O-:19])=[O:18])=[CH:10][C:3]=1[C:4]([NH:6][CH:7]1[CH2:9][CH2:8]1)=[O:5]. The catalyst class is: 26. (2) Reactant: Br[C:2]1[CH:11]=[CH:10][C:9]([C:12]#[N:13])=[C:8]2[C:3]=1[CH:4]=[CH:5][CH:6]=[N:7]2.[C:14]([O:18][C:19]([N:21]1[CH2:25][CH:24]([C:26]2[CH:31]=[CH:30][CH:29]=[C:28]([O:32][C:33]([F:36])([F:35])[F:34])[CH:27]=2)[CH:23]([NH2:37])[CH2:22]1)=[O:20])([CH3:17])([CH3:16])[CH3:15].[Na].CC([O-])(C)C.C1(P(C2CCCCC2)C2C=CC=CC=2C2C(C(C)C)=CC(C(C)C)=CC=2C(C)C)CCCCC1. Product: [C:14]([O:18][C:19]([N:21]1[CH2:25][CH:24]([C:26]2[CH:31]=[CH:30][CH:29]=[C:28]([O:32][C:33]([F:34])([F:35])[F:36])[CH:27]=2)[CH:23]([NH:37][C:2]2[CH:11]=[CH:10][C:9]([C:12]#[N:13])=[C:8]3[C:3]=2[CH:4]=[CH:5][CH:6]=[N:7]3)[CH2:22]1)=[O:20])([CH3:17])([CH3:15])[CH3:16]. The catalyst class is: 101.